Dataset: Catalyst prediction with 721,799 reactions and 888 catalyst types from USPTO. Task: Predict which catalyst facilitates the given reaction. (1) Reactant: [CH3:1][N:2]([CH2:4][CH2:5][CH2:6][N:7]1[CH:11]=[CH:10][N:9]=[CH:8]1)[CH3:3].[Li]CCCC.[CH2:17]([Sn:21](Cl)([CH2:26][CH2:27][CH2:28][CH3:29])[CH2:22][CH2:23][CH2:24][CH3:25])[CH2:18][CH2:19][CH3:20]. Product: [CH3:1][N:2]([CH2:4][CH2:5][CH2:6][N:7]1[CH:11]=[CH:10][N:9]=[C:8]1[Sn:21]([CH2:22][CH2:23][CH2:24][CH3:25])([CH2:26][CH2:27][CH2:28][CH3:29])[CH2:17][CH2:18][CH2:19][CH3:20])[CH3:3]. The catalyst class is: 1. (2) Reactant: [N:1]([CH2:4][C:5]1[O:6][C:7]2[CH:13]=[CH:12][CH:11]=[CH:10][C:8]=2[CH:9]=1)=[N+]=[N-]. Product: [O:6]1[C:7]2[CH:13]=[CH:12][CH:11]=[CH:10][C:8]=2[CH:9]=[C:5]1[CH2:4][NH2:1]. The catalyst class is: 105. (3) Product: [Cl:21][C:18]1[CH:19]=[CH:20][C:15]([PH:14][C:11]2[CH:12]=[CH:13][C:8]([Cl:7])=[CH:9][CH:10]=2)=[CH:16][CH:17]=1.[BH3:5]. Reactant: [Cl-].[Ce+3].[Cl-].[Cl-].[BH4-:5].[Na+].[Cl:7][C:8]1[CH:13]=[CH:12][C:11]([PH:14](=O)[C:15]2[CH:20]=[CH:19][C:18]([Cl:21])=[CH:17][CH:16]=2)=[CH:10][CH:9]=1.[H-].[Al+3].[Li+].[H-].[H-].[H-].Cl. The catalyst class is: 182. (4) Reactant: [Br:1][C:2]1[CH:10]=[CH:9][C:5]([C:6]([OH:8])=[O:7])=[C:4]([F:11])[CH:3]=1.IC.[C:14](=O)([O-])O.[Na+]. Product: [Br:1][C:2]1[CH:10]=[CH:9][C:5]([C:6]([O:8][CH3:14])=[O:7])=[C:4]([F:11])[CH:3]=1. The catalyst class is: 3. (5) Reactant: C([O:3][C:4](=[O:36])[C:5]([CH3:35])([C:29]1[CH:34]=[CH:33][CH:32]=[CH:31][CH:30]=1)[CH2:6][CH2:7][CH2:8][CH2:9][C:10](=[O:28])[CH2:11][CH2:12][CH2:13][CH2:14][C:15]([CH3:27])([C:21]1[CH:26]=[CH:25][CH:24]=[CH:23][CH:22]=1)[C:16]([O:18]CC)=[O:17])C.[OH-].[K+]. Product: [CH3:27][C:15]([C:21]1[CH:22]=[CH:23][CH:24]=[CH:25][CH:26]=1)([CH2:14][CH2:13][CH2:12][CH2:11][C:10](=[O:28])[CH2:9][CH2:8][CH2:7][CH2:6][C:5]([CH3:35])([C:29]1[CH:30]=[CH:31][CH:32]=[CH:33][CH:34]=1)[C:4]([OH:36])=[O:3])[C:16]([OH:18])=[O:17]. The catalyst class is: 40.